This data is from NCI-60 drug combinations with 297,098 pairs across 59 cell lines. The task is: Regression. Given two drug SMILES strings and cell line genomic features, predict the synergy score measuring deviation from expected non-interaction effect. (1) Cell line: T-47D. Drug 2: CC1=C(C(=O)C2=C(C1=O)N3CC4C(C3(C2COC(=O)N)OC)N4)N. Drug 1: CCCS(=O)(=O)NC1=C(C(=C(C=C1)F)C(=O)C2=CNC3=C2C=C(C=N3)C4=CC=C(C=C4)Cl)F. Synergy scores: CSS=17.2, Synergy_ZIP=-5.12, Synergy_Bliss=-4.50, Synergy_Loewe=-36.6, Synergy_HSA=-4.90. (2) Synergy scores: CSS=42.8, Synergy_ZIP=5.82, Synergy_Bliss=10.2, Synergy_Loewe=-19.4, Synergy_HSA=8.66. Drug 1: CCCS(=O)(=O)NC1=C(C(=C(C=C1)F)C(=O)C2=CNC3=C2C=C(C=N3)C4=CC=C(C=C4)Cl)F. Drug 2: C1=CC(=C2C(=C1NCCNCCO)C(=O)C3=C(C=CC(=C3C2=O)O)O)NCCNCCO. Cell line: BT-549. (3) Drug 1: C1=C(C(=O)NC(=O)N1)F. Drug 2: C(CCl)NC(=O)N(CCCl)N=O. Cell line: NCI-H460. Synergy scores: CSS=40.7, Synergy_ZIP=-6.72, Synergy_Bliss=-15.6, Synergy_Loewe=-25.2, Synergy_HSA=-13.6.